From a dataset of Reaction yield outcomes from USPTO patents with 853,638 reactions. Predict the reaction yield, written as a fraction of the theoretical maximum amount of product (1.0 means a 100% yield; for example, 0.34 means a 34% yield). (1) The catalyst is O.CO.C1COCC1. The product is [CH:48]([C:44]1[N:43]=[C:42]([C:31]2[CH:30]=[C:29]([O:28][CH:13]3[CH2:12][CH:11]4[CH:15]([C:16](=[O:27])[N:17]([CH3:26])[CH2:18][CH2:19][CH2:20][CH2:21][CH:22]=[CH:23][CH:24]5[C:8]([C:6]([OH:7])=[O:5])([NH:9][C:10]4=[O:51])[CH2:25]5)[CH2:14]3)[C:38]3[C:33](=[C:34]([CH3:41])[C:35]([O:39][CH3:40])=[CH:36][CH:37]=3)[N:32]=2)[CH:47]=[CH:46][CH:45]=1)([CH3:50])[CH3:49]. The yield is 0.950. The reactants are [Li+].[OH-].C([O:5][C:6]([C:8]12[CH2:25][CH:24]1[CH:23]=[CH:22][CH2:21][CH2:20][CH2:19][CH2:18][N:17]([CH3:26])[C:16](=[O:27])[CH:15]1[CH:11]([CH2:12][CH:13]([O:28][C:29]3[C:38]4[C:33](=[C:34]([CH3:41])[C:35]([O:39][CH3:40])=[CH:36][CH:37]=4)[N:32]=[C:31]([C:42]4[CH:47]=[CH:46][CH:45]=[C:44]([CH:48]([CH3:50])[CH3:49])[N:43]=4)[CH:30]=3)[CH2:14]1)[C:10](=[O:51])[NH:9]2)=[O:7])C.C(O)(=O)C. (2) The reactants are [CH3:1][C:2]1[N:7]=[C:6]([CH2:8][CH2:9][CH3:10])[NH:5][C:4](=[O:11])[C:3]=1[CH2:12][CH:13]1[CH2:18][CH2:17][CH2:16][CH2:15][O:14]1.Br[CH2:20][C:21]1[CH:26]=[CH:25][C:24]([C:27]2[CH:32]=[CH:31][CH:30]=[CH:29][C:28]=2[C:33]2[N:37]=[C:36](C(Cl)(Cl)Cl)[O:35][N:34]=2)=[CH:23][CH:22]=1.C(=O)([O-])[O-:43].[K+].[K+]. The catalyst is C(#N)C.C(OCC)(=O)C. The product is [CH3:1][C:2]1[N:7]=[C:6]([CH2:8][CH2:9][CH3:10])[N:5]([CH2:20][C:21]2[CH:26]=[CH:25][C:24]([C:27]3[CH:32]=[CH:31][CH:30]=[CH:29][C:28]=3[C:33]3[NH:37][C:36](=[O:43])[O:35][N:34]=3)=[CH:23][CH:22]=2)[C:4](=[O:11])[C:3]=1[CH2:12][CH:13]1[CH2:18][CH2:17][CH2:16][CH2:15][O:14]1. The yield is 0.170. (3) The catalyst is C1COCC1.C(Cl)Cl. The reactants are [ClH:1].[Cl:2][CH2:3][C:4]1[C:5]([NH:16][CH:17]([CH3:19])[CH3:18])=[N:6][C:7]2[C:12]([CH:13]=1)=[CH:11][C:10]([O:14][CH3:15])=[CH:9][CH:8]=2.[CH2:20]([C:22]1[C:31]2[C:26](=[CH:27][C:28]([O:34][CH3:35])=[C:29]([O:32][CH3:33])[CH:30]=2)[CH:25]=[C:24]([OH:36])[N:23]=1)[CH3:21].[Li+].[OH-]. The product is [ClH:2].[ClH:1].[CH2:20]([C:22]1[C:31]2[C:26](=[CH:27][C:28]([O:34][CH3:35])=[C:29]([O:32][CH3:33])[CH:30]=2)[C:25]([CH2:3][C:4]2[C:5]([NH:16][CH:17]([CH3:19])[CH3:18])=[N:6][C:7]3[C:12]([CH:13]=2)=[CH:11][C:10]([O:14][CH3:15])=[CH:9][CH:8]=3)=[C:24]([OH:36])[N:23]=1)[CH3:21]. The yield is 0.120. (4) The reactants are [O:1]=[C:2]1[CH2:6][CH2:5][CH2:4][N:3]1[CH2:7][CH2:8][C:9]([N:11]1[CH2:15][CH2:14][C@H:13]([N:16]2[CH2:21][CH2:20][CH:19]([N:22]3[C:26]4[CH:27]=[CH:28][CH:29]=[CH:30][C:25]=4[NH:24][C:23]3=[O:31])[CH2:18][CH2:17]2)[CH2:12]1)=[O:10].[H-].[Na+].[CH3:34]I. The catalyst is CN(C=O)C. The product is [CH3:34][N:24]1[C:25]2[CH:30]=[CH:29][CH:28]=[CH:27][C:26]=2[N:22]([CH:19]2[CH2:20][CH2:21][N:16]([C@H:13]3[CH2:14][CH2:15][N:11]([C:9](=[O:10])[CH2:8][CH2:7][N:3]4[CH2:4][CH2:5][CH2:6][C:2]4=[O:1])[CH2:12]3)[CH2:17][CH2:18]2)[C:23]1=[O:31]. The yield is 0.717.